From a dataset of Catalyst prediction with 721,799 reactions and 888 catalyst types from USPTO. Predict which catalyst facilitates the given reaction. (1) Reactant: CS([Br:5])(=O)=O.[CH3:6][O:7][C:8](=[O:35])[CH2:9][C@H:10]1[C:14]2[CH:15]=[CH:16][C:17]([O:19][C@H:20]3[C:28]4[C:23](=[C:24]([CH2:33]O)[C:25]([C:29]([F:32])([F:31])[F:30])=[CH:26][CH:27]=4)[CH2:22][CH2:21]3)=[CH:18][C:13]=2[O:12][CH2:11]1.C(N(CC)CC)C. Product: [CH3:6][O:7][C:8](=[O:35])[CH2:9][C@H:10]1[C:14]2[CH:15]=[CH:16][C:17]([O:19][C@H:20]3[C:28]4[C:23](=[C:24]([CH2:33][Br:5])[C:25]([C:29]([F:32])([F:31])[F:30])=[CH:26][CH:27]=4)[CH2:22][CH2:21]3)=[CH:18][C:13]=2[O:12][CH2:11]1. The catalyst class is: 4. (2) Reactant: [F:1][C:2]1[CH:8]=[CH:7][CH:6]=[C:5]([CH3:9])[C:3]=1[NH2:4].[Br:10]N1C(=O)CCC1=O.O. Product: [Br:10][C:7]1[CH:6]=[C:5]([CH3:9])[C:3]([NH2:4])=[C:2]([F:1])[CH:8]=1. The catalyst class is: 391. (3) Reactant: [N:1]1[O:2][N:3]=[C:4]2[C:9]([CH:10]3[C:15]([C:16]#[N:17])=[C:14]([CH:18]4[CH2:27][CH2:26][CH2:25][CH2:24][C:19]54OCC[O:20]5)[NH:13][C:12]4=[N:28][NH:29][CH:30]=[C:11]34)=[CH:8][CH:7]=[CH:6][C:5]=12.O1CCOCC1.Cl. The catalyst class is: 5. Product: [N:1]1[O:2][N:3]=[C:4]2[C:9]([CH:10]3[C:15]([C:16]#[N:17])=[C:14]([CH:18]4[CH2:27][CH2:26][CH2:25][CH2:24][C:19]4=[O:20])[NH:13][C:12]4=[N:28][NH:29][CH:30]=[C:11]34)=[CH:8][CH:7]=[CH:6][C:5]=12.